Dataset: hERG Central: cardiac toxicity at 1µM, 10µM, and general inhibition. Task: Predict hERG channel inhibition at various concentrations. (1) The drug is Cc1cccc(N2CCN(C(=O)c3ccc(-n4cncn4)c([N+](=O)[O-])c3)CC2)c1C. Results: hERG_inhib (hERG inhibition (general)): blocker. (2) The molecule is Cc1nc2c(ccc3nc(NC(=O)c4ccc5c(c4)OCCO5)sc32)s1. Results: hERG_inhib (hERG inhibition (general)): blocker. (3) The compound is COc1cccc(CC2(CO)CCCN(Cc3ccc4c(c3)OCCO4)C2)c1. Results: hERG_inhib (hERG inhibition (general)): blocker. (4) The drug is Cc1cc(S(=O)(=O)Nc2ccc(C(=O)N3CCN(C(=O)c4ccco4)CC3)cc2)ccc1F. Results: hERG_inhib (hERG inhibition (general)): blocker. (5) The compound is CCOc1ccc(OCc2cccc(C(=O)Nc3ccc(CN4CCCCC4)cc3)c2)cc1. Results: hERG_inhib (hERG inhibition (general)): blocker.